This data is from Catalyst prediction with 721,799 reactions and 888 catalyst types from USPTO. The task is: Predict which catalyst facilitates the given reaction. (1) The catalyst class is: 16. Product: [F:40][C:41]([F:46])([F:45])[C:42]([OH:44])=[O:43].[Cl:1][C:2]1[CH:3]=[C:4]([C:12]2[O:16][N:15]=[C:14]([C:17]3[CH:26]=[CH:25][CH:24]=[C:23]4[C:18]=3[CH:19]=[CH:20][N:21]=[C:22]4[N:27]3[CH2:28][CH2:29][NH:30][CH2:31][CH2:32]3)[N:13]=2)[CH:5]=[CH:6][C:7]=1[O:8][CH:9]([CH3:10])[CH3:11]. Reactant: [Cl:1][C:2]1[CH:3]=[C:4]([C:12]2[O:16][N:15]=[C:14]([C:17]3[CH:26]=[CH:25][CH:24]=[C:23]4[C:18]=3[CH:19]=[CH:20][N:21]=[C:22]4[N:27]3[CH2:32][CH2:31][N:30](C(OC(C)(C)C)=O)[CH2:29][CH2:28]3)[N:13]=2)[CH:5]=[CH:6][C:7]=1[O:8][CH:9]([CH3:11])[CH3:10].[F:40][C:41]([F:46])([F:45])[C:42]([OH:44])=[O:43].ClCCl. (2) Reactant: [Cl-].C(C[P+](C)(C)C)#N.C[Si]([N-][Si](C)(C)C)(C)C.[K+].[F:19][C:20]1[CH:25]=[CH:24][CH:23]=[CH:22][C:21]=1[CH:26](O)[CH3:27].[F:29][C:30]1([F:58])[CH2:35][CH2:34][N:33]([C:36]([C:38]2[NH:39][C:40]3[C:45]([CH:46]=2)=[CH:44][C:43]([C:47]([N:49]2[CH2:54][CH2:53][N:52]([CH:55]([CH3:57])[CH3:56])[CH2:51][CH2:50]2)=[O:48])=[CH:42][CH:41]=3)=[O:37])[CH2:32][CH2:31]1. Product: [F:58][C:30]1([F:29])[CH2:35][CH2:34][N:33]([C:36]([C:38]2[N:39]([CH:26]([C:21]3[CH:22]=[CH:23][CH:24]=[CH:25][C:20]=3[F:19])[CH3:27])[C:40]3[C:45]([CH:46]=2)=[CH:44][C:43]([C:47]([N:49]2[CH2:50][CH2:51][N:52]([CH:55]([CH3:56])[CH3:57])[CH2:53][CH2:54]2)=[O:48])=[CH:42][CH:41]=3)=[O:37])[CH2:32][CH2:31]1. The catalyst class is: 11.